This data is from Catalyst prediction with 721,799 reactions and 888 catalyst types from USPTO. The task is: Predict which catalyst facilitates the given reaction. (1) Reactant: [C:1]([O-:9])(=[O:8])[C:2]1[CH:7]=[CH:6][CH:5]=[CH:4][CH:3]=1.[Na+].C(=O)(O)[O-].[Na+].S([O-])([O-])(=O)=O.C([N+](CCCC)(CCCC)CCCC)CCC.C([N+](CCCC)(CCCC)CCCC)CCC.ClS(O[CH2:60][Cl:61])(=O)=O. Product: [C:1]([O:9][CH2:60][Cl:61])(=[O:8])[C:2]1[CH:7]=[CH:6][CH:5]=[CH:4][CH:3]=1. The catalyst class is: 229. (2) Reactant: [F:1][CH:2](F)[CH2:3][C:4]1[O:5][C:6]2[C:12]([CH2:13][O:14][C:15]3[CH:20]=[CH:19][C:18]([CH2:21][CH2:22][C:23]([O:25]CC)=[O:24])=[C:17]([CH3:28])[C:16]=3[CH3:29])=[CH:11][C:10]([O:30][C:31]([F:34])([F:33])[F:32])=[CH:9][C:7]=2[CH:8]=1.[OH-].[Na+].Cl. Product: [F:1][CH:2]=[CH:3][C:4]1[O:5][C:6]2[C:12]([CH2:13][O:14][C:15]3[CH:20]=[CH:19][C:18]([CH2:21][CH2:22][C:23]([OH:25])=[O:24])=[C:17]([CH3:28])[C:16]=3[CH3:29])=[CH:11][C:10]([O:30][C:31]([F:34])([F:32])[F:33])=[CH:9][C:7]=2[CH:8]=1. The catalyst class is: 36. (3) Reactant: [Cl:1][C:2]1[CH:3]=[CH:4][C:5]([OH:10])=[C:6]([CH:9]=1)[CH:7]=[O:8].[CH3:11][O:12][C:13](=[O:16])[CH2:14]Br.C([O-])([O-])=O.[K+].[K+]. Product: [CH3:11][O:12][C:13](=[O:16])[CH2:14][O:10][C:5]1[CH:4]=[CH:3][C:2]([Cl:1])=[CH:9][C:6]=1[CH:7]=[O:8]. The catalyst class is: 3. (4) Reactant: [N+:1]([C:4]1[CH:13]=[CH:12][C:7]2[NH:8][C:9](=[O:11])[O:10][C:6]=2[CH:5]=1)([O-:3])=[O:2].[H-].[Na+].Br[CH2:17][C:18]([O:20][CH3:21])=[O:19]. Product: [N+:1]([C:4]1[CH:13]=[CH:12][C:7]2[N:8]([CH2:17][C:18]([O:20][CH3:21])=[O:19])[C:9](=[O:11])[O:10][C:6]=2[CH:5]=1)([O-:3])=[O:2]. The catalyst class is: 3. (5) Reactant: [C:1]([O:5][C:6](=[O:19])[NH:7][CH2:8][CH2:9][CH2:10][CH2:11][C:12]1[CH:17]=[CH:16][C:15]([OH:18])=[CH:14][CH:13]=1)([CH3:4])([CH3:3])[CH3:2].C(=O)([O-])[O-].[Cs+].[Cs+].[CH2:26]([O:33][C:34](=[O:39])[NH:35][CH2:36][CH2:37]Br)[C:27]1[CH:32]=[CH:31][CH:30]=[CH:29][CH:28]=1.C1(C)C=CC=CC=1. Product: [C:1]([O:5][C:6](=[O:19])[NH:7][CH2:8][CH2:9][CH2:10][CH2:11][C:12]1[CH:13]=[CH:14][C:15]([O:18][CH2:37][CH2:36][NH:35][C:34]([O:33][CH2:26][C:27]2[CH:32]=[CH:31][CH:30]=[CH:29][CH:28]=2)=[O:39])=[CH:16][CH:17]=1)([CH3:4])([CH3:2])[CH3:3]. The catalyst class is: 3.